Dataset: Forward reaction prediction with 1.9M reactions from USPTO patents (1976-2016). Task: Predict the product of the given reaction. (1) Given the reactants Cl[C:2]1[NH:3][C:4](=[O:14])[C:5]2[CH:10]=[CH:9][N:8]([CH2:11][CH2:12][OH:13])[C:6]=2[N:7]=1.[F:15][C:16]1[CH:21]=[C:20]([O:22][CH2:23][CH2:24][O:25][CH3:26])[CH:19]=[C:18]([F:27])[C:17]=1[N:28]1[CH2:33][CH2:32][NH:31][CH2:30][CH2:29]1.CCN(C(C)C)C(C)C.O, predict the reaction product. The product is: [F:27][C:18]1[CH:19]=[C:20]([O:22][CH2:23][CH2:24][O:25][CH3:26])[CH:21]=[C:16]([F:15])[C:17]=1[N:28]1[CH2:29][CH2:30][N:31]([C:2]2[NH:3][C:4](=[O:14])[C:5]3[CH:10]=[CH:9][N:8]([CH2:11][CH2:12][OH:13])[C:6]=3[N:7]=2)[CH2:32][CH2:33]1. (2) Given the reactants [CH3:1][O:2][C:3](=[O:16])[CH2:4][C:5]1[CH:10]=[CH:9][CH:8]=[C:7]([O:11][CH2:12][CH2:13][CH2:14]Br)[CH:6]=1.[Cl:17][C:18]1[C:34]([C:35]([F:38])([F:37])[F:36])=[CH:33][CH:32]=[CH:31][C:19]=1[CH2:20][NH:21][CH2:22][C@H:23]([C:25]1[CH:30]=[CH:29][CH:28]=[CH:27][CH:26]=1)[CH3:24].C(=O)([O-])[O-].[K+].[K+], predict the reaction product. The product is: [CH3:1][O:2][C:3](=[O:16])[CH2:4][C:5]1[CH:10]=[CH:9][CH:8]=[C:7]([O:11][CH2:12][CH2:13][CH2:14][N:21]([CH2:20][C:19]2[CH:31]=[CH:32][CH:33]=[C:34]([C:35]([F:36])([F:37])[F:38])[C:18]=2[Cl:17])[CH2:22][C@H:23]([C:25]2[CH:26]=[CH:27][CH:28]=[CH:29][CH:30]=2)[CH3:24])[CH:6]=1. (3) Given the reactants C(OC(=O)[NH:7][C@H:8]1[CH2:13][CH2:12][C@@H:11]([N:14]2[C:19](=[O:20])[C:18]3[CH:21]=[C:22]([F:25])[CH:23]=[N:24][C:17]=3[N:16]([C:26]3[CH:27]=[C:28]([C:32]4[CH:37]=[CH:36][C:35]([CH2:38][N:39]5[CH2:45][CH2:44][CH2:43][O:42][CH2:41][CH2:40]5)=[CH:34][CH:33]=4)[CH:29]=[CH:30][CH:31]=3)[C:15]2=[O:46])[CH2:10][CH2:9]1)(C)(C)C.FC(F)(F)C(O)=O, predict the reaction product. The product is: [NH2:7][C@@H:8]1[CH2:13][CH2:12][C@H:11]([N:14]2[C:19](=[O:20])[C:18]3[CH:21]=[C:22]([F:25])[CH:23]=[N:24][C:17]=3[N:16]([C:26]3[CH:27]=[C:28]([C:32]4[CH:33]=[CH:34][C:35]([CH2:38][N:39]5[CH2:45][CH2:44][CH2:43][O:42][CH2:41][CH2:40]5)=[CH:36][CH:37]=4)[CH:29]=[CH:30][CH:31]=3)[C:15]2=[O:46])[CH2:10][CH2:9]1. (4) Given the reactants C(OC([N:8]1[CH2:11][CH:10]([NH:12][C:13]2[CH:14]=[C:15]3[C:24](=[CH:25][C:26]=2[Br:27])[O:23][CH2:22][C:21]2[N:16]3[CH:17]([CH3:29])[C:18](=[O:28])[NH:19][N:20]=2)[CH2:9]1)=O)(C)(C)C.[C:30]([OH:36])([C:32]([F:35])([F:34])[F:33])=[O:31], predict the reaction product. The product is: [F:33][C:32]([F:35])([F:34])[C:30]([OH:36])=[O:31].[NH:8]1[CH2:9][CH:10]([NH:12][C:13]2[CH:14]=[C:15]3[C:24](=[CH:25][C:26]=2[Br:27])[O:23][CH2:22][C:21]2[N:16]3[CH:17]([CH3:29])[C:18](=[O:28])[NH:19][N:20]=2)[CH2:11]1. (5) Given the reactants [F:1][C:2]1[CH:3]=[C:4](B(O)O)[CH:5]=[C:6]([F:8])[CH:7]=1.C1(P(C2CCCCC2)C2C=CC=CC=2C2C(OC)=CC=CC=2OC)CCCCC1.P([O-])([O-])([O-])=O.[K+].[K+].[K+].Br[C:50]1[C:59]2[C:54](=[CH:55][CH:56]=[CH:57][CH:58]=2)[CH:53]=[CH:52][C:51]=1[CH:60]([NH:62][S:63]([C:65]([CH3:68])([CH3:67])[CH3:66])=[O:64])[CH3:61], predict the reaction product. The product is: [F:1][C:2]1[CH:3]=[C:4]([C:50]2[C:59]3[C:54](=[CH:55][CH:56]=[CH:57][CH:58]=3)[CH:53]=[CH:52][C:51]=2[CH:60]([NH:62][S:63]([C:65]([CH3:66])([CH3:68])[CH3:67])=[O:64])[CH3:61])[CH:5]=[C:6]([F:8])[CH:7]=1. (6) Given the reactants [OH:1][C:2]([CH3:35])([CH3:34])[CH2:3][C@@:4]1([C:28]2[CH:33]=[CH:32][CH:31]=[CH:30][CH:29]=2)[O:9][C:8](=[O:10])[N:7]([C@H:11]([C:13]2[CH:18]=[CH:17][C:16](B3OC(C)(C)C(C)(C)O3)=[CH:15][CH:14]=2)[CH3:12])[CH2:6][CH2:5]1.[F:36][C:37]([F:42])([F:41])[C:38]([OH:40])=[O:39].Br[C:44]1[CH:45]=[N:46][C:47]([N:50]2[CH2:53][CH:52]([OH:54])[CH2:51]2)=[N:48][CH:49]=1.C([O-])([O-])=O.[Cs+].[Cs+].O, predict the reaction product. The product is: [OH:1][C:2]([CH3:34])([CH3:35])[CH2:3][C@@:4]1([C:28]2[CH:33]=[CH:32][CH:31]=[CH:30][CH:29]=2)[O:9][C:8](=[O:10])[N:7]([C@H:11]([C:13]2[CH:14]=[CH:15][C:16]([C:44]3[CH:45]=[N:46][C:47]([N:50]4[CH2:53][CH:52]([OH:54])[CH2:51]4)=[N:48][CH:49]=3)=[CH:17][CH:18]=2)[CH3:12])[CH2:6][CH2:5]1.[F:36][C:37]([F:42])([F:41])[C:38]([OH:40])=[O:39]. (7) Given the reactants [NH2:1][C:2]1[CH:7]=[CH:6][C:5]([N:8]2[CH2:13][CH2:12][CH:11]([CH:14]([C:22]3[CH:27]=[CH:26][CH:25]=[CH:24][CH:23]=3)[C:15]([N:17]([CH2:20][CH3:21])[CH2:18][CH3:19])=[O:16])[CH2:10][CH2:9]2)=[C:4]([F:28])[CH:3]=1.[N:29]([C:32]1[C:33]([CH3:38])=[N:34][O:35][C:36]=1[CH3:37])=[C:30]=[O:31], predict the reaction product. The product is: [CH3:38][C:33]1[C:32]([NH:29][C:30](=[O:31])[NH:1][C:2]2[CH:7]=[CH:6][C:5]([N:8]3[CH2:13][CH2:12][CH:11]([CH:14]([C:22]4[CH:23]=[CH:24][CH:25]=[CH:26][CH:27]=4)[C:15]([N:17]([CH2:18][CH3:19])[CH2:20][CH3:21])=[O:16])[CH2:10][CH2:9]3)=[C:4]([F:28])[CH:3]=2)=[C:36]([CH3:37])[O:35][N:34]=1. (8) Given the reactants [CH2:1]([O:3][C:4]([C:6]1[N:10]2[CH2:11][CH2:12][CH2:13][CH2:14][C:9]2=[N:8][C:7]=1[NH:15][CH2:16][CH2:17][CH2:18][CH3:19])=[O:5])[CH3:2].C(N(CC)CC)C.[F:27][C:28]1[CH:29]=[C:30]([CH:34]=[CH:35][C:36]=1[F:37])[C:31](Cl)=[O:32], predict the reaction product. The product is: [CH2:1]([O:3][C:4]([C:6]1[N:10]2[CH2:11][CH2:12][CH2:13][CH2:14][C:9]2=[N:8][C:7]=1[N:15]([CH2:16][CH2:17][CH2:18][CH3:19])[C:31](=[O:32])[C:30]1[CH:34]=[CH:35][C:36]([F:37])=[C:28]([F:27])[CH:29]=1)=[O:5])[CH3:2]. (9) Given the reactants [NH2:1][C:2]1[CH:12]=[CH:11][C:5]([C:6]([O:8][CH2:9][CH3:10])=[O:7])=[CH:4][C:3]=1[NH:13][CH2:14][C:15]1[CH:20]=[CH:19][C:18]([Cl:21])=[CH:17][C:16]=1[Cl:22].S(=O)(=O)(O)O.C(O)(=O)C.[N:32]([O-])=O.[Na+], predict the reaction product. The product is: [Cl:22][C:16]1[CH:17]=[C:18]([Cl:21])[CH:19]=[CH:20][C:15]=1[CH2:14][N:13]1[C:3]2[CH:4]=[C:5]([C:6]([O:8][CH2:9][CH3:10])=[O:7])[CH:11]=[CH:12][C:2]=2[N:1]=[N:32]1.